This data is from Full USPTO retrosynthesis dataset with 1.9M reactions from patents (1976-2016). The task is: Predict the reactants needed to synthesize the given product. (1) Given the product [Br:8][C:18]1[CH:17]=[CH:16][C:14]([NH2:15])=[C:13]([C:9]([CH3:12])([CH3:10])[CH3:11])[CH:19]=1, predict the reactants needed to synthesize it. The reactants are: C1C(=O)N([Br:8])C(=O)C1.[C:9]([C:13]1[CH:19]=[CH:18][CH:17]=[CH:16][C:14]=1[NH2:15])([CH3:12])([CH3:11])[CH3:10].O. (2) Given the product [F:38][C:26]([F:25])([F:37])[C:27]1[CH:28]=[CH:29][C:30]([S:33]([O:1][C@H:2]2[CH2:6][CH2:5][N:4]([C:7]3[CH:8]=[CH:9][C:10]([C:13]([F:14])([F:15])[F:16])=[CH:11][CH:12]=3)[C:3]2=[O:17])(=[O:35])=[O:34])=[CH:31][CH:32]=1, predict the reactants needed to synthesize it. The reactants are: [OH:1][C@H:2]1[CH2:6][CH2:5][N:4]([C:7]2[CH:12]=[CH:11][C:10]([C:13]([F:16])([F:15])[F:14])=[CH:9][CH:8]=2)[C:3]1=[O:17].C(N(CC)CC)C.[F:25][C:26]([F:38])([F:37])[C:27]1[CH:32]=[CH:31][C:30]([S:33](Cl)(=[O:35])=[O:34])=[CH:29][CH:28]=1. (3) Given the product [C:1]1([C:51]2[CH:52]=[CH:53][CH:54]=[CH:55][CH:56]=2)[CH:2]=[CH:3][C:4]([N:7]([C:8]2[CH:20]=[CH:19][C:18]3[C:17]4[C:12](=[CH:13][CH:14]=[CH:15][CH:16]=4)[C:11]([CH3:21])([CH3:22])[C:10]=3[CH:9]=2)[C:23]2[CH:24]=[CH:25][C:26]([C:29]3[CH:30]=[C:31]4[C:39](=[CH:40][CH:41]=3)[N:38]([C:58]3[CH:63]=[CH:62][CH:61]=[CH:60][CH:59]=3)[C:37]3[CH:36]=[C:35]5[C:42]([CH3:49])([CH3:50])[C:43]6[C:48]([C:34]5=[CH:33][C:32]4=3)=[CH:47][CH:46]=[CH:45][CH:44]=6)=[CH:27][CH:28]=2)=[CH:5][CH:6]=1, predict the reactants needed to synthesize it. The reactants are: [C:1]1([C:51]2[CH:56]=[CH:55][CH:54]=[CH:53][CH:52]=2)[CH:6]=[CH:5][C:4]([N:7]([C:23]2[CH:28]=[CH:27][C:26]([C:29]3[CH:30]=[C:31]4[C:39](=[CH:40][CH:41]=3)[NH:38][C:37]3[CH:36]=[C:35]5[C:42]([CH3:50])([CH3:49])[C:43]6[C:48]([C:34]5=[CH:33][C:32]4=3)=[CH:47][CH:46]=[CH:45][CH:44]=6)=[CH:25][CH:24]=2)[C:8]2[CH:20]=[CH:19][C:18]3[C:17]4[C:12](=[CH:13][CH:14]=[CH:15][CH:16]=4)[C:11]([CH3:22])([CH3:21])[C:10]=3[CH:9]=2)=[CH:3][CH:2]=1.Br[C:58]1[CH:63]=[CH:62][CH:61]=[CH:60][CH:59]=1.C(P(C(C)(C)C)C(C)(C)C)(C)(C)C.CC([O-])(C)C.[Na+]. (4) The reactants are: [C@@H:1]1([N:8]2[CH:16]=[C:14]([CH3:15])[C:12](=[O:13])[NH:11][C:9]2=[O:10])[O:7][C@H:4]([CH2:5][OH:6])[CH:3]=[CH:2]1.[CH:17](O)([CH3:19])[CH3:18]. Given the product [CH3:15][C:14]1[C:12](=[O:13])[NH:11][C:9](=[O:10])[N:8]([C@@H:1]2[O:7][C@H:4]([CH2:5][OH:6])[CH:3]=[CH:2]2)[CH:16]=1.[CH3:1][N:8]1[C:9](=[O:10])[N:11]([CH3:12])[CH2:19][CH2:17][CH2:18]1, predict the reactants needed to synthesize it. (5) Given the product [CH3:23][C:24]1[CH:25]=[C:26]([C:2]2[CH:3]=[C:4]([CH:20]([CH3:22])[CH3:21])[CH:5]=[C:6]3[C:10]=2[NH:9][C:8]2[C:11]([CH2:17][CH2:18][OH:19])([CH2:15][CH3:16])[O:12][CH2:13][CH2:14][C:7]3=2)[CH:27]=[C:28]([CH3:30])[CH:29]=1, predict the reactants needed to synthesize it. The reactants are: Br[C:2]1[CH:3]=[C:4]([CH:20]([CH3:22])[CH3:21])[CH:5]=[C:6]2[C:10]=1[NH:9][C:8]1[C:11]([CH2:17][CH2:18][OH:19])([CH2:15][CH3:16])[O:12][CH2:13][CH2:14][C:7]2=1.[CH3:23][C:24]1[CH:25]=[C:26](B(O)O)[CH:27]=[C:28]([CH3:30])[CH:29]=1. (6) Given the product [Cl:1][C:2]1[CH:3]=[C:4]([F:30])[C:5]([C:24]2[N:28]=[C:27]([CH3:29])[O:26][N:25]=2)=[C:6]([C:8]2[CH:9]=[C:10]3[C:14](=[CH:15][CH:16]=2)[C@@H:13]([NH:17][C:18]([C:20]2([NH:23][C:36]([C:35]4[O:31][N:32]=[CH:33][CH:34]=4)=[O:37])[CH2:21][CH2:22]2)=[O:19])[CH2:12][CH2:11]3)[CH:7]=1, predict the reactants needed to synthesize it. The reactants are: [Cl:1][C:2]1[CH:3]=[C:4]([F:30])[C:5]([C:24]2[N:28]=[C:27]([CH3:29])[O:26][N:25]=2)=[C:6]([C:8]2[CH:9]=[C:10]3[C:14](=[CH:15][CH:16]=2)[C@@H:13]([NH:17][C:18]([C:20]2([NH2:23])[CH2:22][CH2:21]2)=[O:19])[CH2:12][CH2:11]3)[CH:7]=1.[O:31]1[C:35]([C:36](O)=[O:37])=[CH:34][CH:33]=[N:32]1.